From a dataset of Forward reaction prediction with 1.9M reactions from USPTO patents (1976-2016). Predict the product of the given reaction. Given the reactants [O:1]1[CH2:6][CH2:5][N:4]([CH2:7][C:8]2[CH:31]=[CH:30][C:11]([O:12][CH2:13][CH2:14][CH2:15][CH2:16][CH2:17][CH2:18][N:19]3C(=O)C4=CC=CC=C4C3=O)=[CH:10][CH:9]=2)[CH2:3][CH2:2]1.O.NN, predict the reaction product. The product is: [O:1]1[CH2:2][CH2:3][N:4]([CH2:7][C:8]2[CH:9]=[CH:10][C:11]([O:12][CH2:13][CH2:14][CH2:15][CH2:16][CH2:17][CH2:18][NH2:19])=[CH:30][CH:31]=2)[CH2:5][CH2:6]1.